This data is from Reaction yield outcomes from USPTO patents with 853,638 reactions. The task is: Predict the reaction yield, written as a fraction of the theoretical maximum amount of product (1.0 means a 100% yield; for example, 0.34 means a 34% yield). (1) The reactants are [Cl:1][C:2]1[CH:3]=[C:4]([CH:7]=[CH:8][C:9]=1[CH2:10][N:11]1[C:19](=[O:20])[C:18]2[C:13](=[CH:14][CH:15]=[CH:16][CH:17]=2)[C:12]1=[O:21])[CH:5]=O.[C:22]([O-])([O-])=O.[K+].[K+]. The catalyst is O1CCOCC1.[Br-].C[P+](C1C=CC=CC=1)(C1C=CC=CC=1)C1C=CC=CC=1. The product is [Cl:1][C:2]1[CH:3]=[C:4]([CH:5]=[CH2:22])[CH:7]=[CH:8][C:9]=1[CH2:10][N:11]1[C:19](=[O:20])[C:18]2[C:13](=[CH:14][CH:15]=[CH:16][CH:17]=2)[C:12]1=[O:21]. The yield is 0.700. (2) The reactants are [Br:1]Br.[CH3:3][O:4][C:5]([C:7]1[N:15]=[CH:14][C:13]2[NH:12][C:11]3[N:16]=[CH:17][CH:18]=[CH:19][C:10]=3[C:9]=2[CH:8]=1)=[O:6].C([O-])(=O)C.[Na+]. The catalyst is C(O)(=O)C. The product is [CH3:3][O:4][C:5]([C:7]1[N:15]=[CH:14][C:13]2[NH:12][C:11]3[N:16]=[CH:17][C:18]([Br:1])=[CH:19][C:10]=3[C:9]=2[CH:8]=1)=[O:6]. The yield is 1.00.